Dataset: NCI-60 drug combinations with 297,098 pairs across 59 cell lines. Task: Regression. Given two drug SMILES strings and cell line genomic features, predict the synergy score measuring deviation from expected non-interaction effect. (1) Drug 1: CC(CN1CC(=O)NC(=O)C1)N2CC(=O)NC(=O)C2. Drug 2: CNC(=O)C1=NC=CC(=C1)OC2=CC=C(C=C2)NC(=O)NC3=CC(=C(C=C3)Cl)C(F)(F)F. Cell line: OVCAR-8. Synergy scores: CSS=27.2, Synergy_ZIP=-3.02, Synergy_Bliss=-1.43, Synergy_Loewe=-1.11, Synergy_HSA=0.528. (2) Drug 1: C1=CC(=CC=C1CC(C(=O)O)N)N(CCCl)CCCl.Cl. Drug 2: CC(C)(C#N)C1=CC(=CC(=C1)CN2C=NC=N2)C(C)(C)C#N. Cell line: NCI-H226. Synergy scores: CSS=3.91, Synergy_ZIP=-2.95, Synergy_Bliss=-0.505, Synergy_Loewe=-1.29, Synergy_HSA=-1.24. (3) Drug 2: CC12CCC3C(C1CCC2OP(=O)(O)O)CCC4=C3C=CC(=C4)OC(=O)N(CCCl)CCCl.[Na+]. Synergy scores: CSS=1.02, Synergy_ZIP=1.01, Synergy_Bliss=-6.06, Synergy_Loewe=-4.00, Synergy_HSA=-3.97. Cell line: SF-295. Drug 1: C1CC(=O)NC(=O)C1N2CC3=C(C2=O)C=CC=C3N. (4) Synergy scores: CSS=21.5, Synergy_ZIP=-3.02, Synergy_Bliss=-1.03, Synergy_Loewe=-2.12, Synergy_HSA=-1.63. Drug 2: CC1C(C(CC(O1)OC2CC(OC(C2O)C)OC3=CC4=CC5=C(C(=O)C(C(C5)C(C(=O)C(C(C)O)O)OC)OC6CC(C(C(O6)C)O)OC7CC(C(C(O7)C)O)OC8CC(C(C(O8)C)O)(C)O)C(=C4C(=C3C)O)O)O)O. Cell line: PC-3. Drug 1: C1=NC2=C(N1)C(=S)N=C(N2)N. (5) Drug 1: C1CC(C1)(C(=O)O)C(=O)O.[NH2-].[NH2-].[Pt+2]. Drug 2: CC1=C(C=C(C=C1)C(=O)NC2=CC(=CC(=C2)C(F)(F)F)N3C=C(N=C3)C)NC4=NC=CC(=N4)C5=CN=CC=C5. Cell line: NCI-H522. Synergy scores: CSS=1.93, Synergy_ZIP=-1.64, Synergy_Bliss=-1.18, Synergy_Loewe=-2.95, Synergy_HSA=-3.03. (6) Drug 1: C1=CC(=CC=C1CCCC(=O)O)N(CCCl)CCCl. Drug 2: CC12CCC3C(C1CCC2OP(=O)(O)O)CCC4=C3C=CC(=C4)OC(=O)N(CCCl)CCCl.[Na+]. Cell line: EKVX. Synergy scores: CSS=-6.67, Synergy_ZIP=-5.16, Synergy_Bliss=-16.8, Synergy_Loewe=-18.0, Synergy_HSA=-16.0.